Dataset: Catalyst prediction with 721,799 reactions and 888 catalyst types from USPTO. Task: Predict which catalyst facilitates the given reaction. (1) Reactant: [NH:1]1[CH2:6][CH2:5][O:4][CH2:3][CH2:2]1.C(N(CC)CC)C.Cl[C:15](=[O:21])[C:16]([O:18]CC)=O.[CH3:22][CH:23]([CH3:27])[C:24](=[O:26])[CH3:25].CC(C)([O-])C.[K+].C(O)(=O)C. Product: [CH3:22][CH:23]([CH3:27])[C:24](=[O:26])[CH2:25][C:16](=[O:18])[C:15]([N:1]1[CH2:6][CH2:5][O:4][CH2:3][CH2:2]1)=[O:21]. The catalyst class is: 385. (2) Reactant: Cl[C:2]1[CH:7]=[C:6]([C:8]#[N:9])[CH:5]=[CH:4][N:3]=1.O.[NH2:11][NH2:12].C1COCC1. Product: [NH:11]([C:2]1[CH:7]=[C:6]([C:8]#[N:9])[CH:5]=[CH:4][N:3]=1)[NH2:12]. The catalyst class is: 51.